Predict the product of the given reaction. From a dataset of Forward reaction prediction with 1.9M reactions from USPTO patents (1976-2016). (1) Given the reactants [CH2:1](C1C=CC(S(N=[N+]=[N-])(=O)=O)=CC=1)CCCCCCCCCCC.C([O-])([O-])=O.[K+].[K+].[CH3:31][C:32]([CH3:47])([CH2:35][O:36][Si:37]([CH:44]([CH3:46])[CH3:45])([CH:41]([CH3:43])[CH3:42])[CH:38]([CH3:40])[CH3:39])[CH:33]=O, predict the reaction product. The product is: [CH3:31][C:32]([CH3:47])([C:33]#[CH:1])[CH2:35][O:36][Si:37]([CH:44]([CH3:46])[CH3:45])([CH:41]([CH3:43])[CH3:42])[CH:38]([CH3:40])[CH3:39]. (2) The product is: [CH3:32][S:33]([C:36]1[CH:41]=[CH:40][C:39]([C:24]2[N:22]3[N:23]=[C:18]([C:15]4[CH:16]=[CH:17][C:12]([O:11][CH2:10][CH2:9][CH2:8][NH2:7])=[C:13]([O:29][CH3:30])[CH:14]=4)[CH:19]=[CH:20][C:21]3=[N:26][C:25]=2[CH3:27])=[CH:38][CH:37]=1)(=[O:35])=[O:34]. Given the reactants C(OC(=O)[NH:7][CH2:8][CH2:9][CH2:10][O:11][C:12]1[CH:17]=[CH:16][C:15]([C:18]2[CH:19]=[CH:20][C:21]3[N:22]([C:24](Br)=[C:25]([CH3:27])[N:26]=3)[N:23]=2)=[CH:14][C:13]=1[O:29][CH3:30])(C)(C)C.[CH3:32][S:33]([C:36]1[CH:41]=[CH:40][C:39](B(O)O)=[CH:38][CH:37]=1)(=[O:35])=[O:34].C([O-])([O-])=O.[K+].[K+], predict the reaction product. (3) The product is: [O:31]1[CH2:32][CH2:33][N:28]([C:2]2=[N:3][C:4]3[CH:27]=[CH:26][CH:25]=[CH:24][C:5]=3[O:6][C:7]3[CH:12]=[CH:11][C:10]([C:13]4[CH:23]=[CH:22][C:16]([C:17]([O:19][CH2:20][CH3:21])=[O:18])=[CH:15][CH:14]=4)=[CH:9][C:8]2=3)[CH2:29][CH2:30]1. Given the reactants Cl[C:2]1=[N:3][C:4]2[CH:27]=[CH:26][CH:25]=[CH:24][C:5]=2[O:6][C:7]2[CH:12]=[CH:11][C:10]([C:13]3[CH:23]=[CH:22][C:16]([C:17]([O:19][CH2:20][CH3:21])=[O:18])=[CH:15][CH:14]=3)=[CH:9][C:8]1=2.[NH:28]1[CH2:33][CH2:32][O:31][CH2:30][CH2:29]1, predict the reaction product. (4) The product is: [Br:1][C:2]1[CH:7]=[C:6]([C:8]([F:17])([C:13]([F:16])([F:15])[F:14])[C:9]([F:12])([F:11])[F:10])[CH:5]=[C:4]([C:18]([F:21])([F:20])[F:19])[C:3]=1[NH:22][C:23](=[O:34])[C:24]1[CH:29]=[CH:28][CH:27]=[C:26]([N+:30]([O-:32])=[O:31])[C:25]=1[F:35]. Given the reactants [Br:1][C:2]1[CH:7]=[C:6]([C:8]([F:17])([C:13]([F:16])([F:15])[F:14])[C:9]([F:12])([F:11])[F:10])[CH:5]=[C:4]([C:18]([F:21])([F:20])[F:19])[C:3]=1[NH:22][C:23](=[O:34])[C:24]1[CH:29]=[CH:28][CH:27]=[C:26]([N+:30]([O-:32])=[O:31])[C:25]=1Cl.[F-:35].[K+], predict the reaction product. (5) The product is: [Br:15][C:16]1[CH:24]=[CH:23][C:19]([C:20]([NH:10][S:7]([C:2]2[CH:3]=[CH:4][CH:5]=[CH:6][C:1]=2[S:11](=[O:13])(=[O:12])[NH2:14])(=[O:9])=[O:8])=[O:21])=[CH:18][C:17]=1[F:25]. Given the reactants [C:1]1([S:11]([NH2:14])(=[O:13])=[O:12])[C:2]([S:7]([NH2:10])(=[O:9])=[O:8])=[CH:3][CH:4]=[CH:5][CH:6]=1.[Br:15][C:16]1[CH:24]=[CH:23][C:19]([C:20](O)=[O:21])=[CH:18][C:17]=1[F:25].Cl.CN(C)CCCN=C=NCC.O, predict the reaction product. (6) Given the reactants Cl.N1C=CC=CC=1.[CH2:8]([N:12]1[CH:17]=[CH:16][CH:15]=[C:14]([O:18]C)[C:13]1=[S:20])[CH2:9][CH2:10][CH3:11].O, predict the reaction product. The product is: [CH2:8]([N:12]1[CH:17]=[CH:16][CH:15]=[C:14]([OH:18])[C:13]1=[S:20])[CH2:9][CH2:10][CH3:11]. (7) Given the reactants [NH2:1][C:2]1[C:3]([C:18]([O:20]C)=[O:19])=[N:4][C:5]([C:8]2[CH:13]=[CH:12][C:11]([S:14]([CH3:17])(=[O:16])=[O:15])=[CH:10][CH:9]=2)=[CH:6][N:7]=1.[Li+].[OH-].O.Cl, predict the reaction product. The product is: [NH2:1][C:2]1[C:3]([C:18]([OH:20])=[O:19])=[N:4][C:5]([C:8]2[CH:13]=[CH:12][C:11]([S:14]([CH3:17])(=[O:16])=[O:15])=[CH:10][CH:9]=2)=[CH:6][N:7]=1.